From a dataset of Catalyst prediction with 721,799 reactions and 888 catalyst types from USPTO. Predict which catalyst facilitates the given reaction. Reactant: [F:1][C:2]1[C:7]([CH:8]2[CH2:17][CH2:16][C:11]3(OCC[O:12]3)[CH2:10][CH2:9]2)=[CH:6][CH:5]=[CH:4][N:3]=1.Cl. Product: [F:1][C:2]1[C:7]([CH:8]2[CH2:9][CH2:10][C:11](=[O:12])[CH2:16][CH2:17]2)=[CH:6][CH:5]=[CH:4][N:3]=1. The catalyst class is: 21.